This data is from Catalyst prediction with 721,799 reactions and 888 catalyst types from USPTO. The task is: Predict which catalyst facilitates the given reaction. (1) Reactant: [NH:1]([C:11]([O:13][CH2:14][C:15]1[CH:20]=[CH:19][CH:18]=[CH:17][CH:16]=1)=[O:12])[C@H:2]([C:8]([OH:10])=[O:9])[CH2:3][CH2:4][CH2:5][CH2:6][NH2:7].[OH-].[Na+].[C:23](O[C:23]([O:25][C:26]([CH3:29])([CH3:28])[CH3:27])=[O:24])([O:25][C:26]([CH3:29])([CH3:28])[CH3:27])=[O:24]. Product: [CH2:14]([O:13][C:11]([NH:1][C@H:2]([C:8]([OH:10])=[O:9])[CH2:3][CH2:4][CH2:5][CH2:6][NH:7][C:23]([O:25][C:26]([CH3:29])([CH3:28])[CH3:27])=[O:24])=[O:12])[C:15]1[CH:16]=[CH:17][CH:18]=[CH:19][CH:20]=1. The catalyst class is: 1. (2) Reactant: Cl[C:2]1[C:7]([NH:8][C:9](=O)[C:10]2[CH:15]=[CH:14][CH:13]=[CH:12][CH:11]=2)=[C:6]([NH:17][C:18]2[CH:23]=[CH:22][CH:21]=[CH:20][CH:19]=2)[N:5]=[CH:4][N:3]=1.S(=O)(=O)(O)[OH:25].C([O-])(O)=O.[Na+]. Product: [C:10]1([C:9]2[N:17]([C:18]3[CH:23]=[CH:22][CH:21]=[CH:20][CH:19]=3)[C:6]3[N:5]=[CH:4][NH:3][C:2](=[O:25])[C:7]=3[N:8]=2)[CH:15]=[CH:14][CH:13]=[CH:12][CH:11]=1. The catalyst class is: 41. (3) Reactant: [O:1]1[CH2:6][CH2:5][CH2:4][CH2:3][CH:2]1[O:7][CH2:8][CH:9]1[CH2:14][CH2:13][NH:12][CH2:11][CH2:10]1.[F:15][C:16]([F:29])([F:28])[C:17]1[CH:22]=[CH:21][C:20]([C:23]([F:26])([F:25])[F:24])=[CH:19][C:18]=1Br.C1C=CC(P(C2C(C3C(P(C4C=CC=CC=4)C4C=CC=CC=4)=CC=C4C=3C=CC=C4)=C3C(C=CC=C3)=CC=2)C2C=CC=CC=2)=CC=1.C(O[Na])(C)(C)C. Product: [F:15][C:16]([F:28])([F:29])[C:17]1[CH:18]=[CH:19][C:20]([C:23]([F:24])([F:25])[F:26])=[CH:21][C:22]=1[N:12]1[CH2:13][CH2:14][CH:9]([CH2:8][O:7][CH:2]2[CH2:3][CH2:4][CH2:5][CH2:6][O:1]2)[CH2:10][CH2:11]1. The catalyst class is: 222. (4) Reactant: [F:1][C:2]1[CH:3]=[C:4]([CH2:16][NH:17][C:18](=[O:24])OC(C)(C)C)[CH:5]=[C:6]([C:8]2[CH:13]=[CH:12][CH:11]=[C:10]([CH:14]=[O:15])[CH:9]=2)[CH:7]=1.Cl.CCN(CC)CC.[CH2:33]([N:35]1[C:39]2=[N:40][C:41]([CH2:64][CH3:65])=[C:42]([CH2:51][NH:52][C:53]([C:55]3[CH:56]=[C:57]([CH:61]=[CH:62][CH:63]=3)C(O)=O)=[O:54])[C:43]([NH:44][CH:45]3[CH2:50][CH2:49][O:48][CH2:47][CH2:46]3)=[C:38]2[CH:37]=[N:36]1)[CH3:34].CN(C(ON1N=NC2C=CC=CC1=2)=[N+](C)C)C.F[P-](F)(F)(F)(F)F. Product: [CH2:33]([N:35]1[C:39]2=[N:40][C:41]([CH2:64][CH3:65])=[C:42]([CH2:51][NH:52][C:53]([C:55]3[CH:63]=[CH:62][CH:61]=[C:57]([C:18]([NH:17][CH2:16][C:4]4[CH:5]=[C:6]([C:8]5[CH:13]=[CH:12][CH:11]=[C:10]([CH:14]=[O:15])[CH:9]=5)[CH:7]=[C:2]([F:1])[CH:3]=4)=[O:24])[CH:56]=3)=[O:54])[C:43]([NH:44][CH:45]3[CH2:46][CH2:47][O:48][CH2:49][CH2:50]3)=[C:38]2[CH:37]=[N:36]1)[CH3:34]. The catalyst class is: 135. (5) Reactant: C[O:2][C:3](=[O:20])[CH:4]=[CH:5][C:6]1[CH:11]=[CH:10][C:9]([C:12]([F:15])([F:14])[F:13])=[CH:8][C:7]=1[O:16][CH2:17][CH2:18][CH3:19].[Li+].[OH-]. Product: [CH2:17]([O:16][C:7]1[CH:8]=[C:9]([C:12]([F:13])([F:15])[F:14])[CH:10]=[CH:11][C:6]=1[CH:5]=[CH:4][C:3]([OH:20])=[O:2])[CH2:18][CH3:19]. The catalyst class is: 36. (6) Reactant: [OH:1][C:2]1[CH:12]=[C:11]([O:13][CH2:14][C:15](=O)[C:16]2[CH:25]=[CH:24][C:23]3[C:22]([CH3:27])([CH3:26])[CH2:21][CH2:20][C:19]([CH3:29])([CH3:28])[C:18]=3[CH:17]=2)[CH:10]=[CH:9][C:3]=1[C:4]([O:6][CH2:7][CH3:8])=[O:5].N1C=CC=CC=1.Cl.[NH2:38][OH:39].Cl. Product: [OH:1][C:2]1[CH:12]=[C:11]([O:13][CH2:14][C:15](=[N:38][OH:39])[C:16]2[CH:25]=[CH:24][C:23]3[C:22]([CH3:27])([CH3:26])[CH2:21][CH2:20][C:19]([CH3:29])([CH3:28])[C:18]=3[CH:17]=2)[CH:10]=[CH:9][C:3]=1[C:4]([O:6][CH2:7][CH3:8])=[O:5]. The catalyst class is: 36.